Task: Predict which catalyst facilitates the given reaction.. Dataset: Catalyst prediction with 721,799 reactions and 888 catalyst types from USPTO (1) Reactant: [Cl:1][C:2]1[CH:7]=[C:6]([OH:8])[CH:5]=[CH:4][C:3]=1[CH:9]([CH3:28])[C:10]([C:16]1[CH:17]=[CH:18][C:19]2[O:24][CH2:23][C:22](=[O:25])[N:21]([CH3:26])[C:20]=2[CH:27]=1)([OH:15])[C:11]([F:14])([F:13])[F:12].Cl[C:30]1[N:35]=[CH:34][C:33]([C:36]([O:38][CH3:39])=[O:37])=[CH:32][CH:31]=1.C(=O)([O-])[O-].[K+].[K+]. Product: [CH3:39][O:38][C:36](=[O:37])[C:33]1[CH:32]=[CH:31][C:30]([O:8][C:6]2[CH:5]=[CH:4][C:3]([CH:9]([CH3:28])[C:10]([OH:15])([C:16]3[CH:17]=[CH:18][C:19]4[O:24][CH2:23][C:22](=[O:25])[N:21]([CH3:26])[C:20]=4[CH:27]=3)[C:11]([F:12])([F:13])[F:14])=[C:2]([Cl:1])[CH:7]=2)=[N:35][CH:34]=1. The catalyst class is: 6. (2) Reactant: [CH:1]([N:4]([CH:23]([CH3:25])[CH3:24])[CH2:5][CH2:6][C@@H:7]([C:14]1[CH:19]=[C:18]([CH2:20][OH:21])[CH:17]=[CH:16][C:15]=1[OH:22])[C:8]1[CH:13]=[CH:12][CH:11]=[CH:10][CH:9]=1)([CH3:3])[CH3:2].[C:26](Cl)(=[O:30])[CH:27]([CH3:29])[CH3:28].C(N(CC)CC)C.O. Product: [CH3:28][CH:27]([C:26]([O:22][C:15]1[CH:16]=[CH:17][C:18]([CH2:20][OH:21])=[CH:19][C:14]=1[C@@H:7]([C:8]1[CH:13]=[CH:12][CH:11]=[CH:10][CH:9]=1)[CH2:6][CH2:5][N:4]([CH:1]([CH3:3])[CH3:2])[CH:23]([CH3:25])[CH3:24])=[O:30])[CH3:29]. The catalyst class is: 4. (3) Reactant: [CH3:1][O:2][C:3]1[CH:4]=[C:5]2[C:10](=[CH:11][CH:12]=1)[O:9][CH2:8][CH2:7][C:6]2=[N:13][OH:14].[CH3:15][C:16]1[CH:21]=[CH:20][C:19]([S:22](Cl)(=[O:24])=[O:23])=[CH:18][CH:17]=1. Product: [S:22]([O:14][N:13]=[C:6]1[C:5]2[C:10](=[CH:11][CH:12]=[C:3]([O:2][CH3:1])[CH:4]=2)[O:9][CH2:8][CH2:7]1)([C:19]1[CH:20]=[CH:21][C:16]([CH3:15])=[CH:17][CH:18]=1)(=[O:24])=[O:23]. The catalyst class is: 17. (4) Reactant: [CH3:1][O:2][C:3]1[CH:8]=[CH:7][C:6]([C:9]([F:12])([F:11])[F:10])=[CH:5][C:4]=1[NH2:13].ClC(Cl)(O[C:18](=[O:24])OC(Cl)(Cl)Cl)Cl.C(N(CC)CC)C.[NH2:33][C:34]1[CH:39]=[CH:38][C:37]([Br:40])=[CH:36][N:35]=1. Product: [Br:40][C:37]1[CH:38]=[CH:39][C:34]([NH:33][C:18]([NH:13][C:4]2[CH:5]=[C:6]([C:9]([F:11])([F:10])[F:12])[CH:7]=[CH:8][C:3]=2[O:2][CH3:1])=[O:24])=[N:35][CH:36]=1. The catalyst class is: 7. (5) Reactant: [C:1]([O:5][C:6](=[O:36])[NH:7][C@@H:8]([CH2:21][C:22]1[CH:27]=[CH:26][CH:25]=[C:24]([O:28]CC2C=CC=CC=2)[CH:23]=1)[C@@H:9]([OH:20])[CH2:10][C@H:11]([C:13](=[O:19])[NH:14][CH2:15][CH2:16][CH2:17][CH3:18])[CH3:12])([CH3:4])([CH3:3])[CH3:2]. Product: [C:1]([O:5][C:6](=[O:36])[NH:7][C@@H:8]([CH2:21][C:22]1[CH:27]=[CH:26][CH:25]=[C:24]([OH:28])[CH:23]=1)[C@@H:9]([OH:20])[CH2:10][C@H:11]([C:13](=[O:19])[NH:14][CH2:15][CH2:16][CH2:17][CH3:18])[CH3:12])([CH3:3])([CH3:4])[CH3:2]. The catalyst class is: 29. (6) Reactant: [NH2:1][C:2]1[C:3]([C:12]([OH:14])=O)=[CH:4][C:5]2[C:10]([CH:11]=1)=[CH:9][CH:8]=[CH:7][CH:6]=2.[C:15]1([CH2:21][NH:22][CH2:23][C:24]([O:26][CH2:27][CH3:28])=[O:25])[CH:20]=[CH:19][CH:18]=[CH:17][CH:16]=1.C(NC(C)C)(C)C.CN(C(ON1N=NC2C=CC=NC1=2)=[N+](C)C)C.F[P-](F)(F)(F)(F)F. Product: [NH2:1][C:2]1[C:3]([C:12]([N:22]([CH2:21][C:15]2[CH:16]=[CH:17][CH:18]=[CH:19][CH:20]=2)[CH2:23][C:24]([O:26][CH2:27][CH3:28])=[O:25])=[O:14])=[CH:4][C:5]2[C:10]([CH:11]=1)=[CH:9][CH:8]=[CH:7][CH:6]=2. The catalyst class is: 39.